This data is from Full USPTO retrosynthesis dataset with 1.9M reactions from patents (1976-2016). The task is: Predict the reactants needed to synthesize the given product. Given the product [C:1]([O:5][C:6]([N:8]1[CH2:9][CH2:10][CH:11]([N:14]2[CH2:19][CH2:18][CH2:17][CH2:16][CH2:15]2)[CH2:12][CH:13]1[CH3:20])=[O:7])([CH3:4])([CH3:2])[CH3:3], predict the reactants needed to synthesize it. The reactants are: [C:1]([O:5][C:6]([N:8]1[CH2:13][CH2:12][CH:11]([N:14]2[CH2:19][CH2:18][CH2:17][CH2:16][CH2:15]2)[CH2:10][CH2:9]1)=[O:7])([CH3:4])([CH3:3])[CH3:2].[CH3:20]N(CCN(C)C)C.C([Li])(CC)C.COS(OC)(=O)=O.